This data is from NCI-60 drug combinations with 297,098 pairs across 59 cell lines. The task is: Regression. Given two drug SMILES strings and cell line genomic features, predict the synergy score measuring deviation from expected non-interaction effect. Drug 1: C1CCN(CC1)CCOC2=CC=C(C=C2)C(=O)C3=C(SC4=C3C=CC(=C4)O)C5=CC=C(C=C5)O. Drug 2: CC1=C2C(C(=O)C3(C(CC4C(C3C(C(C2(C)C)(CC1OC(=O)C(C(C5=CC=CC=C5)NC(=O)OC(C)(C)C)O)O)OC(=O)C6=CC=CC=C6)(CO4)OC(=O)C)O)C)O. Cell line: CAKI-1. Synergy scores: CSS=11.6, Synergy_ZIP=-0.481, Synergy_Bliss=1.46, Synergy_Loewe=-34.4, Synergy_HSA=0.526.